From a dataset of Reaction yield outcomes from USPTO patents with 853,638 reactions. Predict the reaction yield, written as a fraction of the theoretical maximum amount of product (1.0 means a 100% yield; for example, 0.34 means a 34% yield). The reactants are [CH2:1]([O:3][C:4]([C:6]1[NH:7][C:8]2[C:13]([CH:14]=1)=[CH:12][C:11]([C:15]1[CH:20]=[CH:19][C:18]([C:21]([F:24])([F:23])[F:22])=[CH:17][N:16]=1)=[CH:10][CH:9]=2)=[O:5])[CH3:2].C(Cl)(Cl)(Cl)[Cl:26]. The catalyst is CCOC(C)=O. The product is [CH2:1]([O:3][C:4]([C:6]1[NH:7][C:8]2[C:13]([C:14]=1[Cl:26])=[CH:12][C:11]([C:15]1[CH:20]=[CH:19][C:18]([C:21]([F:23])([F:24])[F:22])=[CH:17][N:16]=1)=[CH:10][CH:9]=2)=[O:5])[CH3:2]. The yield is 0.980.